This data is from Forward reaction prediction with 1.9M reactions from USPTO patents (1976-2016). The task is: Predict the product of the given reaction. (1) Given the reactants Br[C:2]1[C:10]2[C:5](=[CH:6][CH:7]=[CH:8][CH:9]=2)[N:4]([Si:11]([CH:18]([CH3:20])[CH3:19])([CH:15]([CH3:17])[CH3:16])[CH:12]([CH3:14])[CH3:13])[CH:3]=1.[CH:21]1(B(O)O)[CH2:23][CH2:22]1.[O-]P([O-])([O-])=O.[K+].[K+].[K+].C1(P(C2CCCCC2)C2CCCCC2)CCCCC1, predict the reaction product. The product is: [CH:21]1([C:2]2[C:10]3[C:5](=[CH:6][CH:7]=[CH:8][CH:9]=3)[N:4]([Si:11]([CH:18]([CH3:20])[CH3:19])([CH:15]([CH3:17])[CH3:16])[CH:12]([CH3:14])[CH3:13])[CH:3]=2)[CH2:23][CH2:22]1. (2) Given the reactants OC(C(F)(F)F)=O.C(OC1C=CC(OC)=CC=1CNC)(=O)CCC.C([CH:29]([CH2:35][C:36]1[CH:41]=[CH:40][C:39]([O:42]C)=[CH:38][C:37]=1[CH2:44][N:45]([C:47]([O:49]C(C)(C)C)=O)[CH3:46])[CH2:30][C:31]([O:33][CH3:34])=[O:32])(OC)=O, predict the reaction product. The product is: [OH:42][C:39]1[CH:40]=[CH:41][C:36]2[CH2:35][CH:29]([CH2:30][C:31]([O:33][CH3:34])=[O:32])[C:47](=[O:49])[N:45]([CH3:46])[CH2:44][C:37]=2[CH:38]=1.